From a dataset of Catalyst prediction with 721,799 reactions and 888 catalyst types from USPTO. Predict which catalyst facilitates the given reaction. (1) Reactant: [CH3:1][Mg]Br.[CH3:4][C:5]([C:7]1[CH:12]=[CH:11][CH:10]=[C:9]([Cl:13])[CH:8]=1)=[O:6]. The catalyst class is: 28. Product: [Cl:13][C:9]1[CH:8]=[C:7]([C:5]([OH:6])([CH3:1])[CH3:4])[CH:12]=[CH:11][CH:10]=1. (2) Reactant: Cl[C:2](Cl)(Cl)[CH:3]([OH:5])O.S([O-])([O-])(=O)=O.[Na+].[Na+].[CH2:15]([C:20]1[CH:26]=[CH:25][C:23]([NH2:24])=[CH:22][CH:21]=1)[CH2:16][CH2:17][CH2:18][CH3:19].Cl.N[OH:29]. Product: [CH2:15]([C:20]1[CH:26]=[C:25]2[C:23](=[CH:22][CH:21]=1)[NH:24][C:2](=[O:29])[C:3]2=[O:5])[CH2:16][CH2:17][CH2:18][CH3:19]. The catalyst class is: 6. (3) Reactant: [N+:1]([C:4]1[CH:5]=[C:6]([OH:10])[CH:7]=[CH:8][CH:9]=1)([O-:3])=[O:2].[OH-].[Na+].Br[CH2:14][CH2:15][OH:16]. Product: [N+:1]([C:4]1[CH:5]=[C:6]([CH:7]=[CH:8][CH:9]=1)[O:10][CH2:14][CH2:15][OH:16])([O-:3])=[O:2]. The catalyst class is: 3. (4) Reactant: [C:1]([C:4]1[C:5]([O:10][C:11]2[CH:20]=[CH:19][C:14]([C:15]([O:17]C)=[O:16])=[CH:13][CH:12]=2)=[N:6][CH:7]=[CH:8][CH:9]=1)(=[O:3])[NH2:2].[OH-].[Li+].Cl. Product: [C:1]([C:4]1[C:5]([O:10][C:11]2[CH:20]=[CH:19][C:14]([C:15]([OH:17])=[O:16])=[CH:13][CH:12]=2)=[N:6][CH:7]=[CH:8][CH:9]=1)(=[O:3])[NH2:2]. The catalyst class is: 36. (5) Reactant: [CH3:1][C:2]([CH3:19])([C:11]#[C:12][C:13]1[CH:18]=[CH:17][CH:16]=[CH:15][CH:14]=1)[C:3]#[C:4][C:5]1[CH:10]=[CH:9][CH:8]=[CH:7][CH:6]=1.[NH3:20]. Product: [CH:12](=[C:11]1[C:2]([CH3:19])([CH3:1])[CH2:3][C:4]([C:5]2[CH:6]=[CH:7][CH:8]=[CH:9][CH:10]=2)=[N:20]1)[C:13]1[CH:18]=[CH:17][CH:16]=[CH:15][CH:14]=1. The catalyst class is: 81. (6) Reactant: [Cl:1][C:2]1[CH:3]=[C:4]([CH:8]=[CH:9][N:10]=1)[C:5]([OH:7])=O.CN(C(ON1N=NC2C=CC=NC1=2)=[N+](C)C)C.F[P-](F)(F)(F)(F)F.C(N(C(C)C)CC)(C)C.[I:44][C:45]1[CH:46]=[C:47]([CH:49]=[CH:50][C:51]=1[CH3:52])[NH2:48]. Product: [Cl:1][C:2]1[CH:3]=[C:4]([CH:8]=[CH:9][N:10]=1)[C:5]([NH:48][C:47]1[CH:49]=[CH:50][C:51]([CH3:52])=[C:45]([I:44])[CH:46]=1)=[O:7]. The catalyst class is: 9.